Dataset: Reaction yield outcomes from USPTO patents with 853,638 reactions. Task: Predict the reaction yield, written as a fraction of the theoretical maximum amount of product (1.0 means a 100% yield; for example, 0.34 means a 34% yield). (1) The reactants are [Cl:1][C:2]1[CH:11]=[CH:10][C:9]([OH:12])=[CH:8][C:3]=1[C:4](OC)=[O:5].[NH3:13]. The catalyst is CO. The product is [Cl:1][C:2]1[CH:11]=[CH:10][C:9]([OH:12])=[CH:8][C:3]=1[C:4]([NH2:13])=[O:5]. The yield is 0.800. (2) The reactants are [H-].[H-].[H-].[H-].[Li+].[Al+3].C([O:9][C:10]([C:12]1[N:13]([CH2:42][C:43]2[CH:48]=[CH:47][CH:46]=[C:45]([Cl:49])[CH:44]=2)[C:14]2[C:19]([C:20]=1[NH:21][C:22](=[O:31])[C:23]1[CH:28]=[CH:27][C:26]([O:29][CH3:30])=[CH:25][CH:24]=1)=[CH:18][CH:17]=[C:16]([C:32]1[CH:37]=[CH:36][C:35]([O:38][CH:39]([CH3:41])[CH3:40])=[CH:34][CH:33]=1)[CH:15]=2)=O)C.Cl. The catalyst is C1COCC1.O. The product is [Cl:49][C:45]1[CH:44]=[C:43]([CH:48]=[CH:47][CH:46]=1)[CH2:42][N:13]1[C:14]2[C:19](=[CH:18][CH:17]=[C:16]([C:32]3[CH:37]=[CH:36][C:35]([O:38][CH:39]([CH3:41])[CH3:40])=[CH:34][CH:33]=3)[CH:15]=2)[C:20]([NH:21][C:22](=[O:31])[C:23]2[CH:28]=[CH:27][C:26]([O:29][CH3:30])=[CH:25][CH:24]=2)=[C:12]1[CH2:10][OH:9]. The yield is 0.640.